From a dataset of Catalyst prediction with 721,799 reactions and 888 catalyst types from USPTO. Predict which catalyst facilitates the given reaction. (1) Reactant: F[C:2]1[CH:20]=[CH:19][C:18]([C:21]([F:24])([F:23])[F:22])=[CH:17][C:3]=1[C:4]([NH:6][C:7]1[CH:12]=[CH:11][CH:10]=[C:9]([S:13](=[O:16])(=[O:15])[NH2:14])[CH:8]=1)=[O:5].[F:25][C:26]1[CH:31]=[CH:30][C:29]([OH:32])=[CH:28][CH:27]=1.C(=O)([O-])[O-].[Cs+].[Cs+].CN(C=O)C. Product: [F:25][C:26]1[CH:31]=[CH:30][C:29]([O:32][C:2]2[CH:20]=[CH:19][C:18]([C:21]([F:24])([F:23])[F:22])=[CH:17][C:3]=2[C:4]([NH:6][C:7]2[CH:12]=[CH:11][CH:10]=[C:9]([S:13](=[O:16])(=[O:15])[NH2:14])[CH:8]=2)=[O:5])=[CH:28][CH:27]=1. The catalyst class is: 81. (2) Product: [CH3:1][O:2][C:3]([CH:5]1[CH2:9][CH:8]([N:10]([CH2:11][C:12]2[CH:17]=[CH:16][CH:15]=[CH:14][CH:13]=2)[C:25]([O:27][CH2:28][C:29]([Cl:32])([Cl:31])[Cl:30])=[O:26])[CH2:7][N:6]1[C:18]([O:20][C:21]([CH3:24])([CH3:23])[CH3:22])=[O:19])=[O:4]. Reactant: [CH3:1][O:2][C:3]([CH:5]1[CH2:9][CH:8]([NH:10][CH2:11][C:12]2[CH:17]=[CH:16][CH:15]=[CH:14][CH:13]=2)[CH2:7][N:6]1[C:18]([O:20][C:21]([CH3:24])([CH3:23])[CH3:22])=[O:19])=[O:4].[C:25](Cl)([O:27][CH2:28][C:29]([Cl:32])([Cl:31])[Cl:30])=[O:26]. The catalyst class is: 2. (3) Product: [CH2:15]([CH:2]1[C:3](=[O:4])[NH:5][C:6]2[CH:11]=[C:10]([CH3:12])[CH:9]=[C:8]([CH3:13])[C:7]=2[O:14]1)[CH:16]([CH3:18])[CH3:17]. The catalyst class is: 9. Reactant: Cl[CH:2]([CH2:15][CH:16]([CH3:18])[CH3:17])[C:3]([NH:5][C:6]1[CH:11]=[C:10]([CH3:12])[CH:9]=[C:8]([CH3:13])[C:7]=1[OH:14])=[O:4].C(=O)([O-])[O-].[K+].[K+].C(OCC)(=O)C.Cl. (4) Reactant: [N-:1]=[C:2]=[O:3].C(N([CH:10]([CH3:12])[CH3:11])CC)(C)C.[ClH:13].[NH2:14][CH:15]([CH2:20][NH:21][C:22]([O:24][C:25]([CH3:28])([CH3:27])[CH3:26])=[O:23])[C:16]([O:18]C)=O.[CH2:29]1[CH2:39]CN2[C:32](=[N:33]CCC2)[CH2:31][CH2:30]1. Product: [C:25]([O:24][C:22](=[O:23])[NH:21][CH2:20][CH:15]1[C:16](=[O:18])[N:1]([C:39]2[CH:29]=[CH:30][C:31]([C:32]#[N:33])=[C:12]([Cl:13])[C:10]=2[CH3:11])[C:2](=[O:3])[NH:14]1)([CH3:28])([CH3:27])[CH3:26]. The catalyst class is: 2. (5) Reactant: [C:1]([OH:6])(=[O:5])[C:2]([CH3:4])=[CH2:3].[CH:7]([O:9][CH2:10][CH:11]([CH3:13])[CH3:12])=[CH2:8].FF. Product: [C:1]([O:6][CH:7]([O:9][CH2:10][CH:11]([CH3:13])[CH3:12])[CH3:8])(=[O:5])[C:2]([CH3:4])=[CH2:3]. The catalyst class is: 662.